Dataset: Catalyst prediction with 721,799 reactions and 888 catalyst types from USPTO. Task: Predict which catalyst facilitates the given reaction. Reactant: [Cl:1][C:2]1[CH:7]=[CH:6][CH:5]=[CH:4][C:3]=1[C:8]1[C:16]2[C:11](=[N:12][C:13]([O:22][C:23]3[CH:28]=[CH:27][C:26]([F:29])=[CH:25][C:24]=3[F:30])=[N:14][C:15]=2[NH:17][CH2:18][C@@H:19]([OH:21])[CH3:20])[NH:10][N:9]=1.[P:31]([O:36]C)([O:34][CH3:35])[O:32][CH3:33].C(Br)(Br)(Br)Br.Cl. Product: [CH3:33][O:32][P:31](=[O:36])([O:34][CH3:35])[O:21][CH:19]([CH3:20])[CH2:18][NH:17][C:15]1[N:14]=[C:13]([O:22][C:23]2[CH:28]=[CH:27][C:26]([F:29])=[CH:25][C:24]=2[F:30])[N:12]=[C:11]2[NH:10][N:9]=[C:8]([C:3]3[CH:4]=[CH:5][CH:6]=[CH:7][C:2]=3[Cl:1])[C:16]=12. The catalyst class is: 17.